The task is: Predict the product of the given reaction.. This data is from Forward reaction prediction with 1.9M reactions from USPTO patents (1976-2016). (1) Given the reactants [Cl:1][C:2]1[C:21]([Cl:22])=[CH:20][C:5]2[N:6]([C:11]3[CH:16]=[CH:15][C:14]([CH2:17][CH2:18]O)=[CH:13][CH:12]=3)[C:7]([CH2:9][CH3:10])=[N:8][C:4]=2[CH:3]=1.[C:23]([O:27][C:28]([NH:30][O:31][C:32]([O:34][C:35]([CH3:38])([CH3:37])[CH3:36])=[O:33])=[O:29])([CH3:26])([CH3:25])[CH3:24].C1(P(C2C=CC=CC=2)C2C=CC=CC=2)C=CC=CC=1.N(C(OCC)=O)=NC(OCC)=O, predict the reaction product. The product is: [C:23]([O:27][C:28]([N:30]([O:31][C:32]([O:34][C:35]([CH3:38])([CH3:37])[CH3:36])=[O:33])[CH2:18][CH2:17][C:14]1[CH:13]=[CH:12][C:11]([N:6]2[C:5]3[CH:20]=[C:21]([Cl:22])[C:2]([Cl:1])=[CH:3][C:4]=3[N:8]=[C:7]2[CH2:9][CH3:10])=[CH:16][CH:15]=1)=[O:29])([CH3:26])([CH3:25])[CH3:24]. (2) The product is: [C:19]([O:23][C:24](=[O:26])[NH:25][C@H:9]([C@@H:8]1[CH2:13][CH2:12][N:28]([C:11]2[C:12]([CH3:14])=[C:13]3[C:8]([C:7](=[O:17])[NH:6][C:5](=[O:18])[N:4]3[CH:1]3[CH2:3][CH2:2]3)=[CH:9][C:10]=2[F:16])[CH2:7]1)[CH3:10])([CH3:22])([CH3:21])[CH3:20]. Given the reactants [CH:1]1([N:4]2[C:13]3[C:8](=[CH:9][C:10]([F:16])=[C:11](F)[C:12]=3[CH3:14])[C:7](=[O:17])[NH:6][C:5]2=[O:18])[CH2:3][CH2:2]1.[C:19]([O:23][C:24](=[O:26])[NH2:25])([CH3:22])([CH3:21])[CH3:20].[Cl-].[NH4+:28], predict the reaction product.